From a dataset of Reaction yield outcomes from USPTO patents with 853,638 reactions. Predict the reaction yield, written as a fraction of the theoretical maximum amount of product (1.0 means a 100% yield; for example, 0.34 means a 34% yield). The reactants are C[O:2][CH:3](OC)[CH:4]1[O:8][CH2:7][CH:6]([N:9]2[C:13]3[N:14]=[CH:15][N:16]=[C:17]([NH2:18])[C:12]=3[C:11]([C:19]3[CH:24]=[CH:23][C:22]([CH3:25])=[CH:21][CH:20]=3)=[CH:10]2)[CH2:5]1.C(O)(C(F)(F)F)=O.O.[OH-].[Na+].[BH4-].[Na+]. The catalyst is O1CCOCC1. The product is [NH2:18][C:17]1[C:12]2[C:11]([C:19]3[CH:20]=[CH:21][C:22]([CH3:25])=[CH:23][CH:24]=3)=[CH:10][N:9]([CH:6]3[CH2:7][O:8][CH:4]([CH2:3][OH:2])[CH2:5]3)[C:13]=2[N:14]=[CH:15][N:16]=1. The yield is 0.620.